The task is: Predict the reactants needed to synthesize the given product.. This data is from Full USPTO retrosynthesis dataset with 1.9M reactions from patents (1976-2016). (1) The reactants are: [Cl:1][C:2]1[C:7]([Cl:8])=[CH:6][CH:5]=[CH:4][C:3]=1[N:9]1[CH2:14][CH2:13][N:12]([CH2:15][CH2:16][CH2:17][CH:18]=[CH:19][C:20]2[N:29]=[C:28]3[C:23]([CH:24]=[C:25]([CH3:31])[C:26](=[O:30])[NH:27]3)=[CH:22][CH:21]=2)[CH2:11][CH2:10]1. Given the product [Cl:1][C:2]1[C:7]([Cl:8])=[CH:6][CH:5]=[CH:4][C:3]=1[N:9]1[CH2:14][CH2:13][N:12]([CH2:15][CH2:16][CH2:17][CH2:18][CH2:19][C:20]2[N:29]=[C:28]3[C:23]([CH:24]=[C:25]([CH3:31])[C:26](=[O:30])[NH:27]3)=[CH:22][CH:21]=2)[CH2:11][CH2:10]1, predict the reactants needed to synthesize it. (2) Given the product [Br:21][C:22]1[CH:36]=[CH:35][C:25]([O:26][C:27]2[CH:34]=[CH:33][C:30]([CH2:31][N:6]3[CH2:7][CH2:8][CH2:9][C@@H:5]3[CH2:4][N:3]([CH2:10][C:11]3[CH:12]=[CH:13][C:14]([C:15]([O:17][CH3:18])=[O:16])=[CH:19][CH:20]=3)[CH3:2])=[CH:29][CH:28]=2)=[CH:24][CH:23]=1, predict the reactants needed to synthesize it. The reactants are: Cl.[CH3:2][N:3]([CH2:10][C:11]1[CH:20]=[CH:19][C:14]([C:15]([O:17][CH3:18])=[O:16])=[CH:13][CH:12]=1)[CH2:4][CH:5]1[CH2:9][CH2:8][CH2:7][NH:6]1.[Br:21][C:22]1[CH:36]=[CH:35][C:25]([O:26][C:27]2[CH:34]=[CH:33][C:30]([CH:31]=O)=[CH:29][CH:28]=2)=[CH:24][CH:23]=1.C(N(C(C)C)CC)(C)C.C(O[BH-](OC(=O)C)OC(=O)C)(=O)C.[Na+].C(=O)(O)[O-].[Na+].